The task is: Predict the product of the given reaction.. This data is from Forward reaction prediction with 1.9M reactions from USPTO patents (1976-2016). Given the reactants [CH:1]([C:3]1[C:11]2[O:10][CH2:9][CH:8]([C:12]3[CH:17]=[CH:16][C:15]([CH:18]([CH3:20])[CH3:19])=[CH:14][CH:13]=3)[C:7]=2[C:6]([CH3:21])=[C:5]([NH:22][C:23](=[O:29])[CH2:24][C:25]([CH3:28])([CH3:27])[CH3:26])[C:4]=1[CH3:30])=[O:2].P([O-])(O)(O)=[O:32].[Na+].OO.Cl([O-])=O.[Na+].S([O-])(O)(=O)=O.[Na+].Cl, predict the reaction product. The product is: [CH3:26][C:25]([CH3:28])([CH3:27])[CH2:24][C:23]([NH:22][C:5]1[C:4]([CH3:30])=[C:3]([C:1]([OH:32])=[O:2])[C:11]2[O:10][CH2:9][CH:8]([C:12]3[CH:17]=[CH:16][C:15]([CH:18]([CH3:20])[CH3:19])=[CH:14][CH:13]=3)[C:7]=2[C:6]=1[CH3:21])=[O:29].